Dataset: Reaction yield outcomes from USPTO patents with 853,638 reactions. Task: Predict the reaction yield, written as a fraction of the theoretical maximum amount of product (1.0 means a 100% yield; for example, 0.34 means a 34% yield). (1) The reactants are [C:1]([O:5][C:6](=[O:16])[NH:7][CH2:8][C:9]1[CH:14]=[CH:13][CH:12]=[C:11](Br)[CH:10]=1)([CH3:4])([CH3:3])[CH3:2].[CH3:17][O:18][C:19]1[CH:26]=[CH:25][C:22]([C:23]#[N:24])=[CH:21][C:20]=1B1OC(C)(C)C(C)(C)O1. No catalyst specified. The product is [C:1]([O:5][C:6](=[O:16])[NH:7][CH2:8][C:9]1[CH:10]=[C:11]([C:20]2[CH:21]=[C:22]([C:23]#[N:24])[CH:25]=[CH:26][C:19]=2[O:18][CH3:17])[CH:12]=[CH:13][CH:14]=1)([CH3:4])([CH3:3])[CH3:2]. The yield is 0.680. (2) The reactants are [NH2:1][C:2]1[C:3]([C:25]([O:27][CH2:28][CH3:29])=[O:26])=[N:4][C:5]([N:15]2[C:19]3[CH:20]=[C:21]([F:24])[CH:22]=[CH:23][C:18]=3[N:17]=[CH:16]2)=[N:6][C:7]=1[NH:8][CH:9]1[CH2:14][CH2:13][O:12][CH2:11][CH2:10]1.[C:30](C1NC=CN=1)(C1NC=CN=1)=[O:31]. The catalyst is C1COCC1. The product is [F:24][C:21]1[CH:22]=[CH:23][C:18]2[N:17]=[CH:16][N:15]([C:5]3[N:6]=[C:7]4[C:2]([NH:1][C:30](=[O:31])[N:8]4[CH:9]4[CH2:10][CH2:11][O:12][CH2:13][CH2:14]4)=[C:3]([C:25]([O:27][CH2:28][CH3:29])=[O:26])[N:4]=3)[C:19]=2[CH:20]=1. The yield is 0.510. (3) The yield is 0.930. The product is [C:21]([O:24][CH2:4][C-:5]1[CH:9]=[CH:8][CH:7]=[C:6]1[S:10][C:11]([CH3:14])([CH3:13])[CH3:12])(=[O:23])[CH3:22].[CH-:15]1[CH:19]=[CH:18][CH:17]=[CH:16]1.[Fe+2:20]. The reactants are CN([CH2:4][C-:5]1[CH:9]=[CH:8][CH:7]=[C:6]1[S:10][C:11]([CH3:14])([CH3:13])[CH3:12])C.[CH-:15]1[CH:19]=[CH:18][CH:17]=[CH:16]1.[Fe+2:20].[C:21]([O:24]C(=O)C)(=[O:23])[CH3:22]. No catalyst specified. (4) The catalyst is N1C=CC=CC=1. The product is [CH2:1]([N:6]1[C:14]2[N:13]=[CH:12][NH:11][C:10]=2[C:9](=[O:15])[N:8]2[C:18](=[S:19])[NH:17][N:16]=[C:7]12)[CH2:2][CH2:3][CH2:4][CH3:5]. The reactants are [CH2:1]([N:6]1[C:14]2[N:13]=[CH:12][NH:11][C:10]=2[C:9](=[O:15])[NH:8]/[C:7]/1=[N:16]\[NH2:17])[CH2:2][CH2:3][CH2:4][CH3:5].[C:18](=S)=[S:19]. The yield is 0.849. (5) The reactants are [C:1]1([C:7]#[CH:8])[CH:6]=[CH:5][CH:4]=[CH:3][CH:2]=1.Br[C:10]1[CH:11]=[N:12][CH:13]=[CH:14][CH:15]=1. The catalyst is C(N(CC)CC)C.[Cu]I.C1(C=CC=CC=1)[P](C1C=CC=CC=1)(C1C=CC=CC=1)[Pd][P](C1C=CC=CC=1)(C1C=CC=CC=1)C1C=CC=CC=1. The product is [C:1]1([C:7]#[C:8][C:10]2[CH:11]=[N:12][CH:13]=[CH:14][CH:15]=2)[CH:6]=[CH:5][CH:4]=[CH:3][CH:2]=1. The yield is 0.350. (6) The reactants are C(O[CH:4]([O:13]CC)[C:5]([C:7]1[CH:12]=[CH:11][CH:10]=[CH:9][CH:8]=1)=O)C.Cl.[NH2:17][NH:18][C:19]([NH2:21])=[O:20]. The catalyst is C(O)C.O. The product is [NH2:21][C:19]([NH:18][N:17]=[C:5]([C:7]1[CH:8]=[CH:9][CH:10]=[CH:11][CH:12]=1)[CH:4]=[O:13])=[O:20]. The yield is 0.593.